From a dataset of Full USPTO retrosynthesis dataset with 1.9M reactions from patents (1976-2016). Predict the reactants needed to synthesize the given product. (1) Given the product [CH:1]1([N:7]2[CH2:13][C:12]([F:15])([F:14])[C:11](=[O:16])[N:10]([CH3:17])[C:9]3[CH:18]=[N:19][C:20]([NH:22][C:23]4[CH:37]=[CH:36][C:26]([C:27]([NH:29][N:30]5[CH2:35][CH2:34][N:33]([CH2:40][CH3:41])[CH2:32][CH2:31]5)=[O:28])=[CH:25][C:24]=4[O:38][CH3:39])=[N:21][C:8]2=3)[CH2:2][CH2:3][CH2:4][CH2:5][CH2:6]1, predict the reactants needed to synthesize it. The reactants are: [CH:1]1([N:7]2[CH2:13][C:12]([F:15])([F:14])[C:11](=[O:16])[N:10]([CH3:17])[C:9]3[CH:18]=[N:19][C:20]([NH:22][C:23]4[CH:37]=[CH:36][C:26]([C:27]([NH:29][N:30]5[CH2:35][CH2:34][NH:33][CH2:32][CH2:31]5)=[O:28])=[CH:25][C:24]=4[O:38][CH3:39])=[N:21][C:8]2=3)[CH2:6][CH2:5][CH2:4][CH2:3][CH2:2]1.[CH2:40](Br)[CH3:41].C(N(CC)C(C)C)(C)C. (2) Given the product [Cl:1][C:2]1[S:6][C:5]([C:7]([NH:9][CH2:10][C:11]2[N:12]=[N:13][N:14]([C:16]3[CH:17]=[CH:18][C:19]([N:22]4[CH2:27][CH2:26][N:25]([CH3:32])[CH2:24][C:23]4=[O:28])=[CH:20][CH:21]=3)[CH:15]=2)=[O:8])=[CH:4][CH:3]=1, predict the reactants needed to synthesize it. The reactants are: [Cl:1][C:2]1[S:6][C:5]([C:7]([NH:9][CH2:10][C:11]2[N:12]=[N:13][N:14]([C:16]3[CH:21]=[CH:20][C:19]([N:22]4[CH2:27][CH2:26][NH:25][CH2:24][C:23]4=[O:28])=[CH:18][CH:17]=3)[CH:15]=2)=[O:8])=[CH:4][CH:3]=1.C=O.[BH3-][C:32]#N.[Na+]. (3) Given the product [F:27][C:24]1[CH:25]=[CH:26][C:21]([CH2:20][C:18]2[N:19]=[C:15]([C:13]3[N:14]=[C:3]4[C:2]5([NH:1][C:43]([C:40]6[CH:39]=[C:38]([CH3:37])[O:42][N:41]=6)=[O:44])[CH2:8][CH2:7][CH:6]([CH2:9][CH2:10]5)[CH2:5][N:4]4[C:11](=[O:29])[C:12]=3[OH:28])[NH:16][CH:17]=2)=[CH:22][CH:23]=1, predict the reactants needed to synthesize it. The reactants are: [NH2:1][C:2]12[CH2:10][CH2:9][CH:6]([CH2:7][CH2:8]1)[CH2:5][N:4]1[C:11](=[O:29])[C:12]([OH:28])=[C:13]([C:15]3[NH:16][CH:17]=[C:18]([CH2:20][C:21]4[CH:26]=[CH:25][C:24]([F:27])=[CH:23][CH:22]=4)[N:19]=3)[N:14]=[C:3]21.C(N(CC)CC)C.[CH3:37][C:38]1[O:42][N:41]=[C:40]([C:43](Cl)=[O:44])[CH:39]=1.CNC.CO. (4) Given the product [O:13]1[CH:17]=[CH:16][C:15]([C:5]2[N:12]=[CH:11][CH:10]=[CH:9][C:6]=2[CH:7]=[O:8])=[CH:14]1, predict the reactants needed to synthesize it. The reactants are: B(O)O.Br[C:5]1[N:12]=[CH:11][CH:10]=[CH:9][C:6]=1[CH:7]=[O:8].[O:13]1[CH:17]=[CH:16][C:15](B(O)O)=[CH:14]1. (5) Given the product [Cl:1][C:2]1[CH:3]=[CH:4][C:5]([C:8]2[C:9](=[O:10])[C:11]3[C:12](=[C:13]([F:18])[C:14]([F:17])=[CH:15][CH:16]=3)[O:24][C:20]=2[CH:21]([CH3:23])[CH3:22])=[CH:6][CH:7]=1, predict the reactants needed to synthesize it. The reactants are: [Cl:1][C:2]1[CH:7]=[CH:6][C:5]([CH:8]([C:20](=[O:24])[CH:21]([CH3:23])[CH3:22])[C:9]([C:11]2[CH:16]=[CH:15][C:14]([F:17])=[C:13]([F:18])[C:12]=2O)=[O:10])=[CH:4][CH:3]=1. (6) Given the product [F:47][C:2]([F:1])([F:46])[C:3]1[CH:4]=[C:5]([C@H:13]2[O:17][C:16](=[O:18])[N:15]([CH2:19][C:20]3[CH:25]=[C:24]([C:26]([F:29])([F:28])[F:27])[CH:23]=[CH:22][C:21]=3[C:30]3[CH:34]=[CH:33][NH:32][CH:31]=3)[C@H:14]2[CH3:45])[CH:6]=[C:7]([C:9]([F:12])([F:11])[F:10])[CH:8]=1, predict the reactants needed to synthesize it. The reactants are: [F:1][C:2]([F:47])([F:46])[C:3]1[CH:4]=[C:5]([C@H:13]2[O:17][C:16](=[O:18])[N:15]([CH2:19][C:20]3[CH:25]=[C:24]([C:26]([F:29])([F:28])[F:27])[CH:23]=[CH:22][C:21]=3[C:30]3[CH:34]=[CH:33][N:32]([Si](C(C)C)(C(C)C)C(C)C)[CH:31]=3)[C@H:14]2[CH3:45])[CH:6]=[C:7]([C:9]([F:12])([F:11])[F:10])[CH:8]=1.CCCC[N+](CCCC)(CCCC)CCCC.[F-]. (7) Given the product [CH3:9][O:8][C:6]1[C:5]([N+:10]([O-:12])=[O:11])=[CH:4][C:3]([CH3:13])=[C:2]([N:21]2[CH2:22][CH2:23][C:18]3([O:17][CH2:16][CH2:15][O:14]3)[CH2:19][CH2:20]2)[CH:7]=1, predict the reactants needed to synthesize it. The reactants are: F[C:2]1[CH:7]=[C:6]([O:8][CH3:9])[C:5]([N+:10]([O-:12])=[O:11])=[CH:4][C:3]=1[CH3:13].[O:14]1[C:18]2([CH2:23][CH2:22][NH:21][CH2:20][CH2:19]2)[O:17][CH2:16][CH2:15]1. (8) Given the product [C:8]([NH:12][CH2:13][CH:14]([OH:17])[CH2:15][O:16][C:6]1[C:2]([Cl:1])=[N:3][S:4][N:5]=1)([CH3:11])([CH3:10])[CH3:9], predict the reactants needed to synthesize it. The reactants are: [Cl:1][C:2]1[C:6](Cl)=[N:5][S:4][N:3]=1.[C:8]([NH:12][CH2:13][C@H:14]([OH:17])[CH2:15][OH:16])([CH3:11])([CH3:10])[CH3:9].CC(C)([O-])C.[K+]. (9) Given the product [F:39][C:22]([F:40])([C:23]([F:37])([F:38])[C:24]([F:35])([F:36])[C:25]([F:33])([F:34])[C:26]([F:31])([F:32])[C:27]([F:28])([F:29])[F:30])[CH2:21][CH2:20][O:19][C:17](=[O:18])[C:16](=[CH:7][C:8]1[CH:13]=[CH:12][CH:11]=[CH:10][CH:9]=1)[C:15]([O:42][CH2:43][CH2:44][C:45]([F:62])([F:63])[C:46]([F:60])([F:61])[C:47]([F:58])([F:59])[C:48]([F:57])([F:56])[C:49]([F:55])([F:54])[C:50]([F:53])([F:52])[F:51])=[O:41], predict the reactants needed to synthesize it. The reactants are: N1CCCCC1.[CH:7](=O)[C:8]1[CH:13]=[CH:12][CH:11]=[CH:10][CH:9]=1.[C:15]([O:42][CH2:43][CH2:44][C:45]([F:63])([F:62])[C:46]([F:61])([F:60])[C:47]([F:59])([F:58])[C:48]([F:57])([F:56])[C:49]([F:55])([F:54])[C:50]([F:53])([F:52])[F:51])(=[O:41])[CH2:16][C:17]([O:19][CH2:20][CH2:21][C:22]([F:40])([F:39])[C:23]([F:38])([F:37])[C:24]([F:36])([F:35])[C:25]([F:34])([F:33])[C:26]([F:32])([F:31])[C:27]([F:30])([F:29])[F:28])=[O:18].